Dataset: HIV replication inhibition screening data with 41,000+ compounds from the AIDS Antiviral Screen. Task: Binary Classification. Given a drug SMILES string, predict its activity (active/inactive) in a high-throughput screening assay against a specified biological target. (1) The compound is CCCCC(C)C=CC(O)=C1C(=O)OC(=CC(=O)O)C1=O. The result is 1 (active). (2) The drug is CCCCC(C(=O)C(=O)NC1C2CC3CC(C2)CC1C3)C(=O)C(C)C. The result is 0 (inactive). (3) The compound is COC1Nc2nc3ccccc3nc2NC1OC. The result is 0 (inactive). (4) The compound is N#CC1(c2nc3ccccc3o2)C(=O)C(=O)N(c2ccc(Cl)c(Cl)c2)C(=O)C1=O. The result is 0 (inactive). (5) The drug is CCN(CCO)c1ccc(N=O)cc1. The result is 0 (inactive). (6) The drug is Cc1cc(C)c2ccc(N3CCNCC3)nc2n1. The result is 0 (inactive). (7) The drug is CC1(C(=O)O)CCCC2(C)C3CCC4(C=C3CCC12)SCCS4. The result is 0 (inactive).